This data is from Peptide-MHC class II binding affinity with 134,281 pairs from IEDB. The task is: Regression. Given a peptide amino acid sequence and an MHC pseudo amino acid sequence, predict their binding affinity value. This is MHC class II binding data. (1) The peptide sequence is VRKTIPDVIELAYQK. The MHC is DRB1_1302 with pseudo-sequence DRB1_1302. The binding affinity (normalized) is 0.271. (2) The peptide sequence is GPLRISASSAAQRRG. The MHC is DRB1_1101 with pseudo-sequence DRB1_1101. The binding affinity (normalized) is 0.723. (3) The peptide sequence is VPEKYTIGATYAPEE. The MHC is DRB1_0901 with pseudo-sequence DRB1_0901. The binding affinity (normalized) is 0.390. (4) The peptide sequence is VDSGAQLGELYYAIH. The binding affinity (normalized) is 0.309. The MHC is HLA-DQA10501-DQB10201 with pseudo-sequence HLA-DQA10501-DQB10201. (5) The peptide sequence is KLPWKNESSIKVIKQ. The MHC is HLA-DPA10201-DPB10501 with pseudo-sequence HLA-DPA10201-DPB10501. The binding affinity (normalized) is 0.285. (6) The binding affinity (normalized) is 0.262. The peptide sequence is RDSDDWLNKYSYYPE. The MHC is DRB1_0404 with pseudo-sequence DRB1_0404. (7) The peptide sequence is YRSLQPEEFAVVDLS. The MHC is DRB1_0701 with pseudo-sequence DRB1_0701. The binding affinity (normalized) is 0.188. (8) The peptide sequence is TVGTKTFLVHREWFM. The MHC is DRB1_0101 with pseudo-sequence DRB1_0101. The binding affinity (normalized) is 0.828. (9) The peptide sequence is CHFITKETPDRLTDQ. The MHC is DRB1_1302 with pseudo-sequence DRB1_1302. The binding affinity (normalized) is 0.376.